Task: Predict the reactants needed to synthesize the given product.. Dataset: Full USPTO retrosynthesis dataset with 1.9M reactions from patents (1976-2016) (1) Given the product [CH2:1]([O:8][CH2:9][CH:10]([NH:29][C:30]([O:32][CH2:33][CH2:34][NH:35][C:36]1[CH:41]=[CH:40][CH:39]=[C:38]([CH3:42])[N:37]=1)=[O:31])[C:11]([NH:13][CH:14]([C:21]1[CH:26]=[C:25]([Cl:27])[CH:24]=[C:23]([Cl:28])[CH:22]=1)[CH2:15][C:16]([OH:18])=[O:17])=[O:12])[C:2]1[CH:7]=[CH:6][CH:5]=[CH:4][CH:3]=1, predict the reactants needed to synthesize it. The reactants are: [CH2:1]([O:8][CH2:9][CH:10]([NH:29][C:30]([O:32][CH2:33][CH2:34][NH:35][C:36]1[CH:41]=[CH:40][CH:39]=[C:38]([CH3:42])[N:37]=1)=[O:31])[C:11]([NH:13][CH:14]([C:21]1[CH:26]=[C:25]([Cl:27])[CH:24]=[C:23]([Cl:28])[CH:22]=1)[CH2:15][C:16]([O:18]CC)=[O:17])=[O:12])[C:2]1[CH:7]=[CH:6][CH:5]=[CH:4][CH:3]=1.C(O)C.[OH-].[Na+]. (2) Given the product [NH2:37][C:33]1[C:34]([Cl:36])=[CH:35][N:30]([C@H:6]2[C@H:5]([OH:4])[C@H:9]([O:10][CH2:11][C:12]3[CH:13]=[CH:14][CH:15]=[CH:16][CH:17]=3)[C@:8]([CH2:21][O:22][CH2:23][C:24]3[CH:29]=[CH:28][CH:27]=[CH:26][CH:25]=3)([CH:18]([F:19])[F:20])[O:7]2)[C:31](=[O:38])[N:32]=1, predict the reactants needed to synthesize it. The reactants are: C([O:4][C@@H:5]1[C@H:9]([O:10][CH2:11][C:12]2[CH:17]=[CH:16][CH:15]=[CH:14][CH:13]=2)[C@:8]([CH2:21][O:22][CH2:23][C:24]2[CH:29]=[CH:28][CH:27]=[CH:26][CH:25]=2)([CH:18]([F:20])[F:19])[O:7][C@H:6]1[N:30]1[CH:35]=[C:34]([Cl:36])[C:33]([NH2:37])=[N:32][C:31]1=[O:38])(=O)C.CO.